This data is from Full USPTO retrosynthesis dataset with 1.9M reactions from patents (1976-2016). The task is: Predict the reactants needed to synthesize the given product. (1) Given the product [Cl:13][C:14]1[CH:19]=[CH:18][C:17]([S:20]([NH:23][N:24]=[C:5]2[C:4]3[C:8](=[CH:9][CH:10]=[C:2]([I:1])[CH:3]=3)[NH:7][C:6]2=[O:11])(=[O:22])=[O:21])=[CH:16][C:15]=1[N+:25]([O-:27])=[O:26], predict the reactants needed to synthesize it. The reactants are: [I:1][C:2]1[CH:3]=[C:4]2[C:8](=[CH:9][CH:10]=1)[NH:7][C:6](=[O:11])[C:5]2=O.[Cl:13][C:14]1[CH:19]=[CH:18][C:17]([S:20]([NH:23][NH2:24])(=[O:22])=[O:21])=[CH:16][C:15]=1[N+:25]([O-:27])=[O:26]. (2) Given the product [F:15][C:11]1[CH:12]=[C:13]2[C:8](=[CH:9][CH:10]=1)[CH2:7][C:6]([NH:16][C:17](=[O:29])[C:18]1[CH:23]=[CH:22][CH:21]=[C:20]([CH3:24])[C:19]=1[O:25][CH:26]([CH3:27])[CH3:28])([C:4]([OH:5])=[O:3])[CH2:14]2, predict the reactants needed to synthesize it. The reactants are: C([O:3][C:4]([C:6]1([NH:16][C:17](=[O:29])[C:18]2[CH:23]=[CH:22][CH:21]=[C:20]([CH3:24])[C:19]=2[O:25][CH:26]([CH3:28])[CH3:27])[CH2:14][C:13]2[C:8](=[CH:9][CH:10]=[C:11]([F:15])[CH:12]=2)[CH2:7]1)=[O:5])C.[OH-].[K+].O.